Dataset: Peptide-MHC class I binding affinity with 185,985 pairs from IEDB/IMGT. Task: Regression. Given a peptide amino acid sequence and an MHC pseudo amino acid sequence, predict their binding affinity value. This is MHC class I binding data. (1) The peptide sequence is NIRQAGVQYSR. The MHC is HLA-B54:01 with pseudo-sequence HLA-B54:01. The binding affinity (normalized) is 0. (2) The peptide sequence is TLAHTHAAY. The MHC is HLA-B15:02 with pseudo-sequence HLA-B15:02. The binding affinity (normalized) is 0.610.